From a dataset of Full USPTO retrosynthesis dataset with 1.9M reactions from patents (1976-2016). Predict the reactants needed to synthesize the given product. (1) The reactants are: O.[C:2]1([CH3:19])[CH:7]=[CH:6][C:5]([S:8]([N:11]2[CH2:18][CH2:17][CH2:16][C@H:12]2[C:13]([OH:15])=O)(=[O:10])=[O:9])=[CH:4][CH:3]=1.Cl.C([O:25][C:26](=[O:34])[C@H:27]([CH2:29][CH2:30][C:31](=[O:33])[NH2:32])[NH2:28])(C)(C)C. Given the product [C:2]1([CH3:19])[CH:3]=[CH:4][C:5]([S:8]([N:11]2[CH2:18][CH2:17][CH2:16][C@H:12]2[C:13]([NH:28][C@H:27]([C:26]([OH:34])=[O:25])[CH2:29][CH2:30][C:31](=[O:33])[NH2:32])=[O:15])(=[O:9])=[O:10])=[CH:6][CH:7]=1, predict the reactants needed to synthesize it. (2) Given the product [CH3:18][S:15]([N:14]([CH3:13])[CH:19]1[CH2:20][CH2:21][N:22]([C:2]([Cl:1])=[O:4])[CH2:23][CH2:24]1)(=[O:16])=[O:17], predict the reactants needed to synthesize it. The reactants are: [Cl:1][C:2](Cl)([O:4]C(=O)OC(Cl)(Cl)Cl)Cl.[CH3:13][N:14]([CH:19]1[CH2:24][CH2:23][NH:22][CH2:21][CH2:20]1)[S:15]([CH3:18])(=[O:17])=[O:16].N1C=CC=CC=1. (3) Given the product [La:24].[CH3:21][O:20][C:17]1[CH:18]=[C:19]2[C:14](=[CH:15][C:16]=1[O:22][CH3:23])[N:13]=[CH:12][CH:11]=[C:10]2[O:9][C:8]1[CH:7]=[CH:6][C:4]([NH2:5])=[CH:3][CH:2]=1, predict the reactants needed to synthesize it. The reactants are: Cl[C:2]1[CH:3]=[C:4]([CH:6]=[CH:7][C:8]=1[O:9][C:10]1[C:19]2[C:14](=[CH:15][C:16]([O:22][CH3:23])=[C:17]([O:20][CH3:21])[CH:18]=2)[N:13]=[CH:12][CH:11]=1)[NH2:5].[La:24]. (4) Given the product [CH3:20][O:21][C:22](=[O:23])[C:24]1[CH:25]=[CH:26][CH:27]=[C:28]([N:8]2[CH2:9][C:10](=[O:11])[N:6]([CH2:5][C:4]3[CH:14]=[CH:15][C:16]([O:18][CH3:19])=[CH:17][C:3]=3[O:2][CH3:1])[S:7]2(=[O:13])=[O:12])[CH:29]=1, predict the reactants needed to synthesize it. The reactants are: [CH3:1][O:2][C:3]1[CH:17]=[C:16]([O:18][CH3:19])[CH:15]=[CH:14][C:4]=1[CH2:5][N:6]1[C:10](=[O:11])[CH2:9][NH:8][S:7]1(=[O:13])=[O:12].[CH3:20][O:21][C:22]([C:24]1[CH:25]=[C:26](B(O)O)[CH:27]=[CH:28][CH:29]=1)=[O:23].C([O-])([O-])=O.[Cs+].[Cs+].